From a dataset of Forward reaction prediction with 1.9M reactions from USPTO patents (1976-2016). Predict the product of the given reaction. (1) Given the reactants [C:1]([O:5][C:6]([N:8]1[CH2:12][C:11](=[CH2:13])[CH2:10][CH:9]1[C:14]1[NH:15][C:16]([C:19]2[CH:24]=[CH:23][C:22]([C:25]3[CH:34]=[CH:33][C:32]4[C:27](=[CH:28][CH:29]=[C:30]([C:35]5[NH:36][C:37]([CH:40]6[CH2:44][CH2:43][CH2:42][N:41]6[C:45](=[O:55])[CH:46]([NH:50][C:51]([O:53][CH3:54])=[O:52])[CH:47]([CH3:49])[CH3:48])=[N:38][CH:39]=5)[CH:31]=4)[CH:26]=3)=[CH:21][CH:20]=2)=[CH:17][N:18]=1)=[O:7])([CH3:4])([CH3:3])[CH3:2].[CH3:56]OC(=O)NC(C(N1CCCC1C1NC(C2C=CC3C(=CC=C(Br)C=3)C=2)=CN=1)=O)C(C)C.C(OC(N1C(C2NC(C3C=CC(B4OC(C)(C)C(C)(C)O4)=CC=3)=CN=2)C2CC1CC2)=O)(C)(C)C, predict the reaction product. The product is: [C:1]([O:5][C:6]([N:8]1[CH:9]([C:14]2[NH:15][C:16]([C:19]3[CH:20]=[CH:21][C:22]([C:25]4[CH:34]=[CH:33][C:32]5[C:27](=[CH:28][CH:29]=[C:30]([C:35]6[NH:36][C:37]([CH:40]7[CH2:44][CH2:43][CH2:42][N:41]7[C:45](=[O:55])[CH:46]([NH:50][C:51]([O:53][CH3:54])=[O:52])[CH:47]([CH3:48])[CH3:49])=[N:38][CH:39]=6)[CH:31]=5)[CH:26]=4)=[CH:23][CH:24]=3)=[CH:17][N:18]=2)[CH:10]2[CH2:56][CH:12]1[CH2:13][CH2:11]2)=[O:7])([CH3:4])([CH3:2])[CH3:3]. (2) The product is: [O:17]=[CH:9][CH:8]([C:11]1[S:12][CH:13]=[CH:14][CH:15]=1)[C:18]([O:19][CH3:20])=[O:21]. Given the reactants C1(C)C=CC=CC=1.[C:8]([C:11]1[S:12][CH:13]=[CH:14][CH:15]=1)(=O)[CH3:9].C[OH:17].[C:18](=O)([O:21]C)[O:19][CH3:20], predict the reaction product.